From a dataset of Full USPTO retrosynthesis dataset with 1.9M reactions from patents (1976-2016). Predict the reactants needed to synthesize the given product. Given the product [F:2][C:3]1[CH:4]=[C:5]([CH:13]2[CH2:18][CH:17]([C:19]([O:21][CH3:22])=[O:20])[CH2:16][CH2:15][N:14]2[C:31]([O:32][CH3:33])=[O:34])[CH:6]=[CH:7][C:8]=1[C:9]([F:12])([F:10])[F:11], predict the reactants needed to synthesize it. The reactants are: Cl.[F:2][C:3]1[CH:4]=[C:5]([CH:13]2[CH2:18][CH:17]([C:19]([OH:21])=[O:20])[CH2:16][CH2:15][NH:14]2)[CH:6]=[CH:7][C:8]=1[C:9]([F:12])([F:11])[F:10].[CH3:22]CN(C(C)C)C(C)C.[C:31](Cl)(=[O:34])[O:32][CH3:33].Cl.